This data is from Forward reaction prediction with 1.9M reactions from USPTO patents (1976-2016). The task is: Predict the product of the given reaction. (1) Given the reactants Br[C:2]1[N:7]=[CH:6][CH:5]=[CH:4][N:3]=1.C([Li])CCC.C1(C)C=CC=CC=1.[O:20]1[C:24]2[CH:25]=[CH:26][CH:27]=[CH:28][C:23]=2[CH:22]=[C:21]1[CH:29]=[N:30][S:31]([C:34]1[CH:44]=[CH:43][C:37]2[O:38][CH2:39][CH2:40][CH2:41][O:42][C:36]=2[CH:35]=1)(=[O:33])=[O:32], predict the reaction product. The product is: [O:20]1[C:24]2[CH:25]=[CH:26][CH:27]=[CH:28][C:23]=2[CH:22]=[C:21]1[CH:29]([C:2]1[N:7]=[CH:6][CH:5]=[CH:4][N:3]=1)[NH:30][S:31]([C:34]1[CH:44]=[CH:43][C:37]2[O:38][CH2:39][CH2:40][CH2:41][O:42][C:36]=2[CH:35]=1)(=[O:32])=[O:33]. (2) Given the reactants [NH2:1][C:2]1[N:3]=[CH:4][C:5]([C:12]2[CH:13]=[N:14][N:15]([CH:17]3[CH2:22][CH2:21][N:20]([C:23](=[O:25])[CH3:24])[CH2:19][CH2:18]3)[CH:16]=2)=[C:6]2[CH:10]=[C:9](Cl)[O:8][C:7]=12.[F:26][C:27]1[C:32]2[CH:33]=[N:34][S:35][C:31]=2[C:30](B2OC(C)(C)C(C)(C)O2)=[CH:29][CH:28]=1.[C:45](=O)([O-:47])[O-:46].[K+].[K+].O1CCOCC1, predict the reaction product. The product is: [CH:45]([OH:47])=[O:46].[CH:45]([OH:47])=[O:46].[NH2:1][C:2]1[N:3]=[CH:4][C:5]([C:12]2[CH:13]=[N:14][N:15]([CH:17]3[CH2:22][CH2:21][N:20]([C:23](=[O:25])[CH3:24])[CH2:19][CH2:18]3)[CH:16]=2)=[C:6]2[CH:10]=[C:9]([C:30]3[C:31]4[S:35][N:34]=[CH:33][C:32]=4[C:27]([F:26])=[CH:28][CH:29]=3)[O:8][C:7]=12. (3) Given the reactants [C:1]([O:5][C:6]([NH:8][C:9]1[CH:32]=[CH:31][C:12]([C:13]([NH:15][NH:16][C:17]2[N:18]=[N:19][C:20]([Cl:30])=[CH:21][C:22]=2[C:23]([O:25][C:26]([CH3:29])([CH3:28])[CH3:27])=[O:24])=O)=[CH:11][CH:10]=1)=[O:7])([CH3:4])([CH3:3])[CH3:2].C1COCC1.P(CC)(CC)CC.CCN(C(C)C)C(C)C, predict the reaction product. The product is: [C:1]([O:5][C:6]([NH:8][C:9]1[CH:32]=[CH:31][C:12]([C:13]2[N:18]3[N:19]=[C:20]([Cl:30])[CH:21]=[C:22]([C:23]([O:25][C:26]([CH3:29])([CH3:28])[CH3:27])=[O:24])[C:17]3=[N:16][N:15]=2)=[CH:11][CH:10]=1)=[O:7])([CH3:4])([CH3:3])[CH3:2].